From a dataset of Forward reaction prediction with 1.9M reactions from USPTO patents (1976-2016). Predict the product of the given reaction. (1) Given the reactants [CH3:1][C:2]1[CH:3]=[CH:4][C:5]([C:21]([NH:23][C:24]2[CH:25]=[C:26]([C:36]([F:39])([F:38])[F:37])[CH:27]=[C:28]([N:30]3[CH:34]=[N:33][C:32]([CH3:35])=[CH:31]3)[CH:29]=2)=[O:22])=[CH:6][C:7]=1[NH:8][C:9]1[N:10]=[CH:11][CH:12]=[C:13]([C:15]2[CH:16]=[CH:17][CH:18]=[N:19][CH:20]=2)[N:14]=1.[C:40]([OH:46])(=[O:45])[CH2:41][C:42]([OH:44])=[O:43], predict the reaction product. The product is: [CH3:1][C:2]1[CH:3]=[CH:4][C:5]([C:21]([NH:23][C:24]2[CH:25]=[C:26]([C:36]([F:38])([F:39])[F:37])[CH:27]=[C:28]([N:30]3[CH:34]=[N:33][C:32]([CH3:35])=[CH:31]3)[CH:29]=2)=[O:22])=[CH:6][C:7]=1[NH:8][C:9]1[N:10]=[CH:11][CH:12]=[C:13]([C:15]2[CH:16]=[CH:17][CH:18]=[N:19][CH:20]=2)[N:14]=1.[C:40]([O-:46])(=[O:45])[CH2:41][C:42]([O-:44])=[O:43]. (2) The product is: [F:27][C:19]1[CH:18]=[C:17]([CH2:16][NH:4][C:3]2[CH:5]=[CH:6][CH:7]=[CH:8][C:2]=2[F:1])[CH:26]=[CH:25][C:20]=1[C:21]([O:23][CH3:24])=[O:22]. Given the reactants [F:1][C:2]1[CH:8]=[CH:7][CH:6]=[CH:5][C:3]=1[NH2:4].C(=O)([O-])[O-].[K+].[K+].Br[CH2:16][C:17]1[CH:26]=[CH:25][C:20]([C:21]([O:23][CH3:24])=[O:22])=[C:19]([F:27])[CH:18]=1, predict the reaction product. (3) Given the reactants [C:1]1([CH2:7][CH2:8][CH2:9][CH2:10][Br:11])[CH:6]=[CH:5][CH:4]=[CH:3][CH:2]=1.[C:12]1([P:18]([C:25]2[CH:30]=[CH:29][CH:28]=[CH:27][CH:26]=2)[C:19]2[CH:24]=[CH:23][CH:22]=[CH:21][CH:20]=2)[CH:17]=[CH:16][CH:15]=[CH:14][CH:13]=1, predict the reaction product. The product is: [Br-:11].[C:1]1([CH2:7][CH2:8][CH2:9][CH2:10][P+:18]([C:19]2[CH:20]=[CH:21][CH:22]=[CH:23][CH:24]=2)([C:25]2[CH:30]=[CH:29][CH:28]=[CH:27][CH:26]=2)[C:12]2[CH:13]=[CH:14][CH:15]=[CH:16][CH:17]=2)[CH:6]=[CH:5][CH:4]=[CH:3][CH:2]=1.